This data is from Full USPTO retrosynthesis dataset with 1.9M reactions from patents (1976-2016). The task is: Predict the reactants needed to synthesize the given product. Given the product [CH2:1]([O:3][CH2:4][C:5]1[N:6]([NH:18][CH:19]([CH2:20][CH3:21])[CH2:22][CH3:23])[C:7]2[C:16]3[CH:15]=[CH:14][CH:13]=[CH:12][C:11]=3[N:10]=[C:9]([NH2:35])[C:8]=2[N:17]=1)[CH3:2], predict the reactants needed to synthesize it. The reactants are: [CH2:1]([O:3][CH2:4][C:5]1[N:6]([NH:18][CH:19]([CH2:22][CH3:23])[CH2:20][CH3:21])[C:7]2[C:16]3[CH:15]=[CH:14][CH:13]=[CH:12][C:11]=3[N:10]=[CH:9][C:8]=2[N:17]=1)[CH3:2].C1C=C(Cl)C=C(C(OO)=O)C=1.[NH4+:35].[OH-].C1(C)C=CC(S(Cl)(=O)=O)=CC=1.